The task is: Predict the reactants needed to synthesize the given product.. This data is from Full USPTO retrosynthesis dataset with 1.9M reactions from patents (1976-2016). (1) Given the product [CH2:1]([CH:8]1[C:9]2([C:28]3[NH:29][C:30]4[C:35]([C:27]=3[CH2:26][CH2:25][NH:24]2)=[CH:34][CH:33]=[CH:32][CH:31]=4)[CH2:10][CH2:11][C:12]([C:14]2[CH:19]=[CH:18][CH:17]=[CH:16][CH:15]=2)([N:20]([CH3:22])[CH3:21])[CH2:13]1)[C:2]1[CH:7]=[CH:6][CH:5]=[CH:4][CH:3]=1, predict the reactants needed to synthesize it. The reactants are: [CH2:1]([CH:8]1[CH2:13][C:12]([N:20]([CH3:22])[CH3:21])([C:14]2[CH:19]=[CH:18][CH:17]=[CH:16][CH:15]=2)[CH2:11][CH2:10][C:9]1=O)[C:2]1[CH:7]=[CH:6][CH:5]=[CH:4][CH:3]=1.[NH2:24][CH2:25][CH2:26][C:27]1[C:35]2[C:30](=[CH:31][CH:32]=[CH:33][CH:34]=2)[NH:29][CH:28]=1.FC(F)(F)C(O)=O.[OH-].[Na+]. (2) Given the product [Br:13][C:6]1[C:2]([CH3:1])=[C:3]([C:8]([O:10][CH2:11][CH3:12])=[O:9])[NH:4][C:5]=1[CH3:7], predict the reactants needed to synthesize it. The reactants are: [CH3:1][C:2]1[CH:6]=[C:5]([CH3:7])[NH:4][C:3]=1[C:8]([O:10][CH2:11][CH3:12])=[O:9].[Br:13]Br. (3) Given the product [CH3:1][O:2][C:3]([CH:5]1[CH2:9][CH:8]([NH:10][CH3:11])[CH2:7][N:6]1[C:18]([O:20][C:21]([CH3:24])([CH3:23])[CH3:22])=[O:19])=[O:4], predict the reactants needed to synthesize it. The reactants are: [CH3:1][O:2][C:3]([CH:5]1[CH2:9][CH:8]([N:10](C)[C:11](=O)C(F)(F)F)[CH2:7][N:6]1[C:18]([O:20][C:21]([CH3:24])([CH3:23])[CH3:22])=[O:19])=[O:4].C(=O)([O-])[O-].[K+].[K+]. (4) Given the product [CH2:15]([O:14][C:12](=[O:13])/[CH:11]=[CH:27]/[C:26]([CH3:30])([CH3:29])[CH2:25][CH2:24][CH2:23][O:22][Si:21]([C:17]([CH3:20])([CH3:19])[CH3:18])([CH3:32])[CH3:31])[CH3:16], predict the reactants needed to synthesize it. The reactants are: [H-].[Na+].C(OP([CH2:11][C:12]([O:14][CH2:15][CH3:16])=[O:13])(OCC)=O)C.[C:17]([Si:21]([CH3:32])([CH3:31])[O:22][CH2:23][CH2:24][CH2:25][C:26]([CH3:30])([CH3:29])[CH:27]=O)([CH3:20])([CH3:19])[CH3:18].[Cl-].[NH4+].